This data is from Forward reaction prediction with 1.9M reactions from USPTO patents (1976-2016). The task is: Predict the product of the given reaction. (1) Given the reactants [Cl:1][C:2]1[CH:38]=[CH:37][C:5]([C:6]([N:8]2[CH2:14][C:13]3[CH:15]=[CH:16][C:17]([C:19]([OH:21])=[O:20])=[CH:18][C:12]=3[N:11]([CH2:22][C:23]3[CH:28]=[CH:27][C:26]([C:29]([N:31]4[CH2:35][CH:34]=[CH:33][CH2:32]4)=[O:30])=[CH:25][CH:24]=3)[C:10](=[O:36])[CH2:9]2)=[O:7])=[CH:4][CH:3]=1.[CH2:39](O)[CH3:40].C(N(CC)CC)C, predict the reaction product. The product is: [Cl:1][C:2]1[CH:3]=[CH:4][C:5]([C:6]([N:8]2[CH2:14][C:13]3[CH:15]=[CH:16][C:17]([C:19]([O:21][CH2:39][CH3:40])=[O:20])=[CH:18][C:12]=3[N:11]([CH2:22][C:23]3[CH:28]=[CH:27][C:26]([C:29]([N:31]4[CH2:32][CH:33]=[CH:34][CH2:35]4)=[O:30])=[CH:25][CH:24]=3)[C:10](=[O:36])[CH2:9]2)=[O:7])=[CH:37][CH:38]=1. (2) Given the reactants [C:1]([O:5][C:6]([NH:8][C:9]1[O:17][C:16]2[C:11](=[N:12][CH:13]=[C:14]([CH:18]3[CH2:20][CH2:19]3)[CH:15]=2)[C:10]=1[C:21]([O:23]CC)=[O:22])=[O:7])([CH3:4])([CH3:3])[CH3:2].O[Li].O.Cl, predict the reaction product. The product is: [C:1]([O:5][C:6]([NH:8][C:9]1[O:17][C:16]2[C:11](=[N:12][CH:13]=[C:14]([CH:18]3[CH2:19][CH2:20]3)[CH:15]=2)[C:10]=1[C:21]([OH:23])=[O:22])=[O:7])([CH3:4])([CH3:2])[CH3:3]. (3) Given the reactants [CH:1]1([C:4]2[NH:8][N:7]=[C:6]([NH:9][C:10]3[N:11]=[C:12]([C:24]([CH3:26])=[CH2:25])[C:13]4[C:18]([CH:19]=3)=[CH:17][C:16]([O:20][CH3:21])=[C:15]([O:22][CH3:23])[CH:14]=4)[CH:5]=2)[CH2:3][CH2:2]1, predict the reaction product. The product is: [CH:1]1([C:4]2[NH:8][N:7]=[C:6]([NH:9][C:10]3[N:11]=[C:12]([CH:24]([CH3:26])[CH3:25])[C:13]4[C:18]([CH:19]=3)=[CH:17][C:16]([O:20][CH3:21])=[C:15]([O:22][CH3:23])[CH:14]=4)[CH:5]=2)[CH2:3][CH2:2]1. (4) Given the reactants [C:1]([C:3]1(O[Si](C)(C)C)[CH2:8][CH2:7][CH2:6][N:5](C(OC(C)(C)C)=O)[CH2:4]1)#[N:2].COCCN(S(F)(F)[F:31])CCOC.[O-][Mn](=O)(=O)=O.[K+], predict the reaction product. The product is: [F:31][C:3]1([C:1]#[N:2])[CH2:8][CH2:7][CH2:6][NH:5][CH2:4]1. (5) Given the reactants [NH2:1][C:2]1[CH:3]=[C:4]([CH:9]=[CH:10][C:11]=1[Cl:12])[C:5]([O:7][CH3:8])=[O:6].Cl.[N:14]1([C:20]2([C:23](O)=[O:24])[CH2:22][CH2:21]2)[CH2:19][CH2:18][O:17][CH2:16][CH2:15]1.F[P-](F)(F)(F)(F)F.N1(O[P+](N2CCCC2)(N2CCCC2)N2CCCC2)C2C=CC=CC=2N=N1.C(N(C(C)C)CC)(C)C, predict the reaction product. The product is: [Cl:12][C:11]1[CH:10]=[CH:9][C:4]([C:5]([O:7][CH3:8])=[O:6])=[CH:3][C:2]=1[NH:1][C:23]([C:20]1([N:14]2[CH2:19][CH2:18][O:17][CH2:16][CH2:15]2)[CH2:22][CH2:21]1)=[O:24]. (6) Given the reactants [CH:1]1([NH:7][C:8]([NH:10][CH2:11][C:12]2[CH:17]=[CH:16][CH:15]=[C:14]([N+:18]([O-])=O)[CH:13]=2)=[O:9])[CH2:6][CH2:5][CH2:4][CH2:3][CH2:2]1.CN(C=O)C, predict the reaction product. The product is: [NH2:18][C:14]1[CH:13]=[C:12]([CH:17]=[CH:16][CH:15]=1)[CH2:11][NH:10][C:8]([NH:7][CH:1]1[CH2:6][CH2:5][CH2:4][CH2:3][CH2:2]1)=[O:9]. (7) Given the reactants [N+]([O-])([O-])=O.[CH3:5][O:6][C:7]1[CH:8]=[C:9]([NH:17][C:18]([NH2:20])=[NH2+:19])[CH:10]=[C:11]([O:15][CH3:16])[C:12]=1[O:13][CH3:14].[C:21]1([C:27](=O)[C:28]([C:33]#N)=[CH:29][N:30](C)C)[CH:26]=[CH:25][CH:24]=[CH:23][CH:22]=1.[OH-].[Na+], predict the reaction product. The product is: [C:29]([C:28]1[C:27]([C:21]2[CH:26]=[CH:25][CH:24]=[CH:23][CH:22]=2)=[N:19][C:18]([NH:17][C:9]2[CH:10]=[C:11]([O:15][CH3:16])[C:12]([O:13][CH3:14])=[C:7]([O:6][CH3:5])[CH:8]=2)=[N:20][CH:33]=1)#[N:30]. (8) Given the reactants [OH-].[Na+].CO.[F:5][C:6]1[CH:11]=[CH:10][CH:9]=[CH:8][C:7]=1[N:12]1[C:16]([C:17]2[CH:22]=[CH:21][C:20]([N+:23]([O-:25])=O)=[CH:19][CH:18]=2)=[CH:15][CH:14]=[N:13]1.[F:26][C:27]1[CH:32]=[CH:31][C:30]([CH2:33]C#N)=[CH:29][CH:28]=1, predict the reaction product. The product is: [F:26][C:27]1[CH:32]=[CH:31][C:30]([C:33]2[O:25][N:23]=[C:20]3[CH:21]=[CH:22][C:17]([C:16]4[N:12]([C:7]5[CH:8]=[CH:9][CH:10]=[CH:11][C:6]=5[F:5])[N:13]=[CH:14][CH:15]=4)=[CH:18][C:19]=23)=[CH:29][CH:28]=1.